This data is from Full USPTO retrosynthesis dataset with 1.9M reactions from patents (1976-2016). The task is: Predict the reactants needed to synthesize the given product. The reactants are: [N:1](OCCC(C)C)=[O:2].[F:9][C:10]1[CH:27]=[CH:26][C:13]([CH2:14][O:15][C:16]2[CH:17]=[C:18]3[C:22](=[CH:23][CH:24]=2)[C:21](=[O:25])[CH2:20][CH2:19]3)=[CH:12][CH:11]=1.Cl. Given the product [F:9][C:10]1[CH:11]=[CH:12][C:13]([CH2:14][O:15][C:16]2[CH:17]=[C:18]3[C:22](=[CH:23][CH:24]=2)[C:21](=[O:25])[C:20](=[N:1][OH:2])[CH2:19]3)=[CH:26][CH:27]=1, predict the reactants needed to synthesize it.